Dataset: Reaction yield outcomes from USPTO patents with 853,638 reactions. Task: Predict the reaction yield, written as a fraction of the theoretical maximum amount of product (1.0 means a 100% yield; for example, 0.34 means a 34% yield). (1) The reactants are CC([S@]([NH:7][C@@H:8]([C:13]1[CH:18]=[CH:17][C:16]([C:19]2[CH:24]=[CH:23][C:22]([C:25]([F:28])([F:27])[F:26])=[CH:21][CH:20]=2)=[CH:15][CH:14]=1)[CH2:9][CH:10]([CH3:12])[CH3:11])=O)(C)C.CO.[ClH:31]. The catalyst is CCOCC. The product is [ClH:31].[CH3:11][CH:10]([CH3:12])[CH2:9][C@H:8]([C:13]1[CH:18]=[CH:17][C:16]([C:19]2[CH:24]=[CH:23][C:22]([C:25]([F:26])([F:27])[F:28])=[CH:21][CH:20]=2)=[CH:15][CH:14]=1)[NH2:7]. The yield is 0.890. (2) The reactants are [NH:1]=[C:2]([C:16]1[CH:21]=[CH:20][C:19]([N+:22]([O-:24])=[O:23])=[C:18]([CH3:25])[CH:17]=1)/[CH:3]=[C:4](/[C:6]1[CH:11]=[CH:10][CH:9]=[CH:8][C:7]=1[O:12][CH2:13][CH2:14][CH3:15])\[NH2:5].N[C:27](N)=[O:28].Cl. The catalyst is C(O)C.O1CCOCC1. The product is [CH3:25][C:18]1[CH:17]=[C:16]([C:2]2[CH:3]=[C:4]([C:6]3[CH:11]=[CH:10][CH:9]=[CH:8][C:7]=3[O:12][CH2:13][CH2:14][CH3:15])[NH:5][C:27](=[O:28])[N:1]=2)[CH:21]=[CH:20][C:19]=1[N+:22]([O-:24])=[O:23]. The yield is 0.810. (3) The catalyst is C(Cl)Cl.O=[Mn]=O. The reactants are [CH:1]1([C:5]([C:7]2[CH:12]=[CH:11][CH:10]=[CH:9][C:8]=2[CH2:13][OH:14])=[CH2:6])[CH2:4][CH2:3][CH2:2]1. The product is [CH:1]1([C:5]([C:7]2[CH:12]=[CH:11][CH:10]=[CH:9][C:8]=2[CH:13]=[O:14])=[CH2:6])[CH2:4][CH2:3][CH2:2]1. The yield is 0.930. (4) The reactants are [F:1][C:2]1[CH:9]=[CH:8][C:7]([N+:10]([O-:12])=[O:11])=[CH:6][C:3]=1[CH:4]=O.[OH:13][CH2:14][C@@H:15]1[CH2:19][CH2:18][CH2:17][NH:16]1.C(O)(=O)C.C([BH3-])#N.[Na+]. The yield is 0.700. The product is [F:1][C:2]1[CH:9]=[CH:8][C:7]([N+:10]([O-:12])=[O:11])=[CH:6][C:3]=1[CH2:4][N:16]1[CH2:17][CH2:18][CH2:19][C@H:15]1[CH2:14][OH:13]. The catalyst is C1COCC1.